From a dataset of Full USPTO retrosynthesis dataset with 1.9M reactions from patents (1976-2016). Predict the reactants needed to synthesize the given product. (1) The reactants are: F.[Si]([O:9][CH2:10][C:11]1[CH:23]=[CH:22][C:14]([O:15][C@H:16]2[CH2:20][CH2:19][O:18][C:17]2=[O:21])=[CH:13][CH:12]=1)(C(C)(C)C)(C)C. Given the product [OH:9][CH2:10][C:11]1[CH:23]=[CH:22][C:14]([O:15][C@H:16]2[CH2:20][CH2:19][O:18][C:17]2=[O:21])=[CH:13][CH:12]=1, predict the reactants needed to synthesize it. (2) The reactants are: [Br:1][C:2]1[CH:7]=[CH:6][CH:5]=[CH:4][C:3]=1[N:8]1[C:13](=[O:14])[CH2:12][C:11](=[O:15])[N:10]([CH2:16][C:17]2[CH:22]=[CH:21][C:20]([C:23]([CH3:26])([CH3:25])[CH3:24])=[CH:19][CH:18]=2)[C:9]1=[O:27].C(N(C(C)C)CC)(C)C.[N:37]([CH2:40][C:41]([O:43]CC)=[O:42])=[C:38]=[O:39]. Given the product [Br:1][C:2]1[CH:7]=[CH:6][CH:5]=[CH:4][C:3]=1[N:8]1[C:13]([OH:14])=[C:12]([C:38]([NH:37][CH2:40][C:41]([OH:43])=[O:42])=[O:39])[C:11](=[O:15])[N:10]([CH2:16][C:17]2[CH:18]=[CH:19][C:20]([C:23]([CH3:24])([CH3:26])[CH3:25])=[CH:21][CH:22]=2)[C:9]1=[O:27], predict the reactants needed to synthesize it. (3) The reactants are: [Si]([O:8][CH2:9][CH2:10][N:11]1[C:20]2[C:15](=[N:16][CH:17]=[CH:18][CH:19]=2)[CH2:14][CH:13]([NH:21][C:22]([C:24]2[NH:33][C:27]3=[CH:28][N:29]=[C:30]([Cl:32])[CH:31]=[C:26]3[CH:25]=2)=[O:23])[C:12]1=[O:34])(C(C)(C)C)(C)C.[F-].C([N+](CCCC)(CCCC)CCCC)CCC. Given the product [OH:8][CH2:9][CH2:10][N:11]1[C:20]2[C:15](=[N:16][CH:17]=[CH:18][CH:19]=2)[CH2:14][CH:13]([NH:21][C:22]([C:24]2[NH:33][C:27]3=[CH:28][N:29]=[C:30]([Cl:32])[CH:31]=[C:26]3[CH:25]=2)=[O:23])[C:12]1=[O:34], predict the reactants needed to synthesize it.